From a dataset of Retrosynthesis with 50K atom-mapped reactions and 10 reaction types from USPTO. Predict the reactants needed to synthesize the given product. (1) Given the product CCOC(=O)c1cnc(NN)nc1-c1ccccc1, predict the reactants needed to synthesize it. The reactants are: CCOC(=O)c1cnc(Cl)nc1-c1ccccc1.NN. (2) Given the product Clc1ccc(N2CCN(Cc3nc4ccc(Cl)cn4c3COCc3ccccc3)CC2)c(Cl)c1, predict the reactants needed to synthesize it. The reactants are: BrCc1ccccc1.OCc1c(CN2CCN(c3ccc(Cl)cc3Cl)CC2)nc2ccc(Cl)cn12. (3) The reactants are: C[Mg+].O=Cc1ccc(OC(F)(F)F)cc1. Given the product CC(O)c1ccc(OC(F)(F)F)cc1, predict the reactants needed to synthesize it. (4) The reactants are: CC(C)(C)OC(=O)N1CCC(c2ccc(N3CCCC3)cc2)CC1. Given the product c1cc(N2CCCC2)ccc1C1CCNCC1, predict the reactants needed to synthesize it.